From a dataset of CYP1A2 inhibition data for predicting drug metabolism from PubChem BioAssay. Regression/Classification. Given a drug SMILES string, predict its absorption, distribution, metabolism, or excretion properties. Task type varies by dataset: regression for continuous measurements (e.g., permeability, clearance, half-life) or binary classification for categorical outcomes (e.g., BBB penetration, CYP inhibition). Dataset: cyp1a2_veith. (1) The molecule is O=[N+]([O-])/C=C\c1cc2ccccc2[nH]1. The result is 1 (inhibitor). (2) The compound is Cc1ccc(-n2c(C)cc(C(=O)CSc3n[nH]c(N)n3)c2C)cc1. The result is 0 (non-inhibitor). (3) The molecule is CC/C=C\CC[C@H](OC(=O)c1ccc(Br)cc1)C1=CCCCC1=O. The result is 0 (non-inhibitor). (4) The drug is O=C(O)c1cccc(N=Nc2c(S(=O)(=O)O)ccc3c2C(=O)c2ccccc2C3=O)c1O. The result is 0 (non-inhibitor). (5) The result is 1 (inhibitor). The compound is Fc1ccc(Nc2ncnc3ccc(-c4ccoc4)cc23)cc1. (6) The drug is CN(C)c1ncc2nc(-c3ccc(Cl)cc3)c(=O)n(CCC#N)c2n1. The result is 1 (inhibitor).